Dataset: Catalyst prediction with 721,799 reactions and 888 catalyst types from USPTO. Task: Predict which catalyst facilitates the given reaction. (1) Reactant: Br[C:2]1[CH:18]=[CH:17][C:5]2[S:6][C:7]([C:10]3[CH:15]=[CH:14][N:13]=[C:12]([NH2:16])[N:11]=3)=[C:8]([CH3:9])[C:4]=2[CH:3]=1.[C:19]1(B(O)O)[CH:24]=[CH:23][CH:22]=[CH:21][CH:20]=1.C([O-])([O-])=O.[Na+].[Na+].C1COCC1. Product: [CH3:9][C:8]1[C:4]2[CH:3]=[C:2]([C:19]3[CH:24]=[CH:23][CH:22]=[CH:21][CH:20]=3)[CH:18]=[CH:17][C:5]=2[S:6][C:7]=1[C:10]1[CH:15]=[CH:14][N:13]=[C:12]([NH2:16])[N:11]=1. The catalyst class is: 189. (2) Reactant: [NH2:1][C:2]1[CH:7]=[C:6]([O:8][CH3:9])[C:5]([Br:10])=[CH:4][C:3]=1[CH2:11]O.[CH:13](=O)[CH2:14][CH2:15][CH3:16].C(C1C=CC=CC=1)(=O)C1C=CC=CC=1.CC(C)([O-])C.[K+]. Product: [Br:10][C:5]1[CH:4]=[C:3]2[C:2](=[CH:7][C:6]=1[O:8][CH3:9])[N:1]=[CH:13][C:14]([CH2:15][CH3:16])=[CH:11]2. The catalyst class is: 225. (3) Reactant: O[C@@H:2]1[CH2:10][C:9]2[C:4](=[CH:5][CH:6]=[CH:7][CH:8]=2)[C@@H:3]1[NH:11][C:12]([C@@H:14]1[CH2:19][N:18]2[CH2:20][CH2:21][CH2:22][C@@H:17]2[CH2:16][N:15]1[C:23]([O:25][C:26]([CH3:29])([CH3:28])[CH3:27])=[O:24])=[O:13].COCCN(S(F)(F)[F:40])CCOC.C(=O)(O)[O-].[Na+]. Product: [F:40][C@H:2]1[CH2:10][C:9]2[C:4](=[CH:5][CH:6]=[CH:7][CH:8]=2)[C@@H:3]1[NH:11][C:12]([C@@H:14]1[CH2:19][N:18]2[CH2:20][CH2:21][CH2:22][C@@H:17]2[CH2:16][N:15]1[C:23]([O:25][C:26]([CH3:29])([CH3:28])[CH3:27])=[O:24])=[O:13]. The catalyst class is: 11. (4) Reactant: [NH2:1][C:2]1[CH:7]=[CH:6][C:5]([S:8]([CH2:11][CH2:12][O:13][CH2:14][CH2:15][O:16][CH2:17][CH2:18][OH:19])(=[O:10])=[O:9])=[C:4]([O:20][CH3:21])[CH:3]=1.[C:22]([C:26]1[CH:27]=[C:28]([NH:39][C:40]([NH:42][C:43]2[C:52]3[C:47](=[CH:48][CH:49]=[CH:50][CH:51]=3)[C:46]([O:53][C:54]3[CH:59]=[CH:58][N:57]=[C:56](Cl)[CH:55]=3)=[CH:45][CH:44]=2)=[O:41])[C:29]([O:37][CH3:38])=[C:30]([NH:32][S:33]([CH3:36])(=[O:35])=[O:34])[CH:31]=1)([CH3:25])([CH3:24])[CH3:23].C([O-])([O-])=O.[K+].[K+].CC(C1C=C(C(C)C)C(C2C(P(C3CCCCC3)C3CCCCC3)=C(OC)C=CC=2OC)=C(C(C)C)C=1)C. Product: [C:22]([C:26]1[CH:27]=[C:28]([NH:39][C:40]([NH:42][C:43]2[C:52]3[C:47](=[CH:48][CH:49]=[CH:50][CH:51]=3)[C:46]([O:53][C:54]3[CH:59]=[CH:58][N:57]=[C:56]([NH:1][C:2]4[CH:7]=[CH:6][C:5]([S:8]([CH2:11][CH2:12][O:13][CH2:14][CH2:15][O:16][CH2:17][CH2:18][OH:19])(=[O:9])=[O:10])=[C:4]([O:20][CH3:21])[CH:3]=4)[CH:55]=3)=[CH:45][CH:44]=2)=[O:41])[C:29]([O:37][CH3:38])=[C:30]([NH:32][S:33]([CH3:36])(=[O:34])=[O:35])[CH:31]=1)([CH3:25])([CH3:23])[CH3:24]. The catalyst class is: 3. (5) Reactant: [NH2:1][CH2:2][C:3]1[C:4]([CH3:13])=[C:5]([C:9]([CH3:12])=[CH:10][CH:11]=1)[C:6]([OH:8])=[O:7].C[Si](/N=C(/O[Si](C)(C)C)\C(F)(F)F)(C)C.CCN(CC)CC.[C:36](Cl)(=[O:41])[C:37]([CH3:40])([CH3:39])[CH3:38]. Product: [CH3:13][C:4]1[C:3]([CH2:2][NH:1][C:36](=[O:41])[C:37]([CH3:40])([CH3:39])[CH3:38])=[CH:11][CH:10]=[C:9]([CH3:12])[C:5]=1[C:6]([OH:8])=[O:7]. The catalyst class is: 1. (6) Reactant: [N:1]1[C:6]2[NH:7][CH:8]=[CH:9][C:5]=2[C:4]([OH:10])=[N:3][CH:2]=1.[CH2:11]([O:18][C:19](=[O:31])[NH:20][C:21]1[CH:26]=[CH:25][C:24]([F:27])=[C:23]([CH:28]=[O:29])[C:22]=1[F:30])C1C=CC=CC=1.[OH-].[K+].CO. Product: [CH3:11][O:18][C:19](=[O:31])[NH:20][C:21]1[CH:26]=[CH:25][C:24]([F:27])=[C:23]([CH:28]([OH:29])[C:9]2[C:5]3[C:4]([OH:10])=[N:3][CH:2]=[N:1][C:6]=3[NH:7][CH:8]=2)[C:22]=1[F:30]. The catalyst class is: 33.